This data is from CYP2C9 inhibition data for predicting drug metabolism from PubChem BioAssay. The task is: Regression/Classification. Given a drug SMILES string, predict its absorption, distribution, metabolism, or excretion properties. Task type varies by dataset: regression for continuous measurements (e.g., permeability, clearance, half-life) or binary classification for categorical outcomes (e.g., BBB penetration, CYP inhibition). Dataset: cyp2c9_veith. (1) The drug is CC1CCC(C(=O)NC(C(=O)N2CCC(N3CCCCC3)CC2)C(C)C)CC1. The result is 0 (non-inhibitor). (2) The compound is O=c1[nH]c2cc(Cl)ccc2c(O)c1-c1ccc(Oc2ccccc2)cc1. The result is 1 (inhibitor). (3) The drug is Cc1ccc(C)n1CCN1CCN(CC(=O)Nc2ccc(S(N)(=O)=O)cc2)CC1. The result is 0 (non-inhibitor). (4) The molecule is O=C1CC[C@](CCc2nc3ccccc3[nH]2)(c2ccccc2)C(=O)N1. The result is 0 (non-inhibitor). (5) The molecule is CN(C)c1ncc2ncc(=O)n(C3CC3)c2n1. The result is 0 (non-inhibitor). (6) The compound is COc1ccccc1-c1cc(NCc2cccs2)ncn1. The result is 0 (non-inhibitor). (7) The result is 1 (inhibitor). The drug is C[C@@H](C(=O)Nc1ccc2ccccc2c1)[C@@H]1C[C@@]1(C)[C@@H](NC(=O)c1cnccn1)c1ccccc1. (8) The molecule is CC(C)(C)c1ccc(OC(=O)Nc2ccc(O)c(C(=O)O)c2)cc1. The result is 0 (non-inhibitor). (9) The molecule is Cc1ccc(-c2nnn(CC(=O)N(c3ccccc3)C(C(=O)NCC3CCCO3)c3ccc(Cl)cc3)n2)cc1. The result is 1 (inhibitor). (10) The drug is OC(CN1CCCCC1)CN1CCCCC1. The result is 0 (non-inhibitor).